From a dataset of Full USPTO retrosynthesis dataset with 1.9M reactions from patents (1976-2016). Predict the reactants needed to synthesize the given product. Given the product [C:9]([N:8]1[C:6]2[CH:7]=[C:2]([Cl:1])[CH:3]=[CH:4][C:5]=2[CH:12]=[CH:13][C:19]2[CH:20]=[C:15]([Cl:14])[N:16]=[CH:17][C:18]=2[CH2:22]1)(=[O:11])[CH3:10], predict the reactants needed to synthesize it. The reactants are: [Cl:1][C:2]1[CH:3]=[CH:4][C:5]([CH:12]=[CH2:13])=[C:6]([NH:8][C:9](=[O:11])[CH3:10])[CH:7]=1.[Cl:14][C:15]1[CH:20]=[C:19](Cl)[C:18]([CH2:22]Cl)=[CH:17][N:16]=1.C(N1C2C=CC=CC=2C=CC2N=C(Cl)C(F)=CC=2C1)(=O)C.